This data is from NCI-60 drug combinations with 297,098 pairs across 59 cell lines. The task is: Regression. Given two drug SMILES strings and cell line genomic features, predict the synergy score measuring deviation from expected non-interaction effect. (1) Drug 1: CC1=C(C=C(C=C1)NC2=NC=CC(=N2)N(C)C3=CC4=NN(C(=C4C=C3)C)C)S(=O)(=O)N.Cl. Drug 2: CCC1(CC2CC(C3=C(CCN(C2)C1)C4=CC=CC=C4N3)(C5=C(C=C6C(=C5)C78CCN9C7C(C=CC9)(C(C(C8N6C)(C(=O)OC)O)OC(=O)C)CC)OC)C(=O)OC)O.OS(=O)(=O)O. Cell line: SW-620. Synergy scores: CSS=46.7, Synergy_ZIP=15.1, Synergy_Bliss=17.2, Synergy_Loewe=-34.7, Synergy_HSA=9.31. (2) Synergy scores: CSS=7.43, Synergy_ZIP=-1.38, Synergy_Bliss=0.161, Synergy_Loewe=-0.451, Synergy_HSA=2.59. Drug 1: CC1=C(C=C(C=C1)C(=O)NC2=CC(=CC(=C2)C(F)(F)F)N3C=C(N=C3)C)NC4=NC=CC(=N4)C5=CN=CC=C5. Drug 2: C(CCl)NC(=O)N(CCCl)N=O. Cell line: MCF7. (3) Drug 1: CN(C)C1=NC(=NC(=N1)N(C)C)N(C)C. Drug 2: CCC1(C2=C(COC1=O)C(=O)N3CC4=CC5=C(C=CC(=C5CN(C)C)O)N=C4C3=C2)O.Cl. Cell line: SN12C. Synergy scores: CSS=29.2, Synergy_ZIP=-5.52, Synergy_Bliss=0.308, Synergy_Loewe=-81.7, Synergy_HSA=-0.336. (4) Drug 1: CC1CCC2CC(C(=CC=CC=CC(CC(C(=O)C(C(C(=CC(C(=O)CC(OC(=O)C3CCCCN3C(=O)C(=O)C1(O2)O)C(C)CC4CCC(C(C4)OC)OCCO)C)C)O)OC)C)C)C)OC. Drug 2: CC1=C(N=C(N=C1N)C(CC(=O)N)NCC(C(=O)N)N)C(=O)NC(C(C2=CN=CN2)OC3C(C(C(C(O3)CO)O)O)OC4C(C(C(C(O4)CO)O)OC(=O)N)O)C(=O)NC(C)C(C(C)C(=O)NC(C(C)O)C(=O)NCCC5=NC(=CS5)C6=NC(=CS6)C(=O)NCCC[S+](C)C)O. Cell line: HCT-15. Synergy scores: CSS=30.4, Synergy_ZIP=-11.1, Synergy_Bliss=-3.13, Synergy_Loewe=-3.24, Synergy_HSA=-0.277. (5) Drug 1: CC(CN1CC(=O)NC(=O)C1)N2CC(=O)NC(=O)C2. Drug 2: C1C(C(OC1N2C=NC3=C2NC=NCC3O)CO)O. Cell line: IGROV1. Synergy scores: CSS=17.6, Synergy_ZIP=-4.91, Synergy_Bliss=0.561, Synergy_Loewe=-2.25, Synergy_HSA=-0.422. (6) Drug 1: CC12CCC(CC1=CCC3C2CCC4(C3CC=C4C5=CN=CC=C5)C)O. Drug 2: C1C(C(OC1N2C=NC3=C(N=C(N=C32)Cl)N)CO)O. Cell line: MDA-MB-435. Synergy scores: CSS=7.52, Synergy_ZIP=0.701, Synergy_Bliss=3.40, Synergy_Loewe=-1.15, Synergy_HSA=0.611. (7) Drug 1: CN1C(=O)N2C=NC(=C2N=N1)C(=O)N. Drug 2: C(CC(=O)O)C(=O)CN.Cl. Cell line: UACC62. Synergy scores: CSS=0.851, Synergy_ZIP=0.193, Synergy_Bliss=-0.418, Synergy_Loewe=-4.59, Synergy_HSA=-3.50.